Task: Predict the reactants needed to synthesize the given product.. Dataset: Full USPTO retrosynthesis dataset with 1.9M reactions from patents (1976-2016) Given the product [CH2:1]([N:8]1[C:16]2[C:11](=[CH:12][CH:13]=[C:14]([O:17][CH2:42][CH2:41][O:40][CH3:39])[CH:15]=2)[C:10]([C:18]([NH:20][CH2:21][C:22]2[CH:27]=[CH:26][C:25]([F:28])=[C:24]([F:29])[CH:23]=2)=[O:19])=[C:9]1[CH:30]([CH3:32])[CH3:31])[C:2]1[CH:7]=[CH:6][CH:5]=[CH:4][CH:3]=1, predict the reactants needed to synthesize it. The reactants are: [CH2:1]([N:8]1[C:16]2[C:11](=[CH:12][CH:13]=[C:14]([OH:17])[CH:15]=2)[C:10]([C:18]([NH:20][CH2:21][C:22]2[CH:27]=[CH:26][C:25]([F:28])=[C:24]([F:29])[CH:23]=2)=[O:19])=[C:9]1[CH:30]([CH3:32])[CH3:31])[C:2]1[CH:7]=[CH:6][CH:5]=[CH:4][CH:3]=1.C([O-])([O-])=O.[K+].[K+].[CH3:39][O:40][CH2:41][CH2:42]Br.